Task: Regression. Given a peptide amino acid sequence and an MHC pseudo amino acid sequence, predict their binding affinity value. This is MHC class II binding data.. Dataset: Peptide-MHC class II binding affinity with 134,281 pairs from IEDB The peptide sequence is KYFAATQFEPLAARL. The MHC is DRB1_1302 with pseudo-sequence DRB1_1302. The binding affinity (normalized) is 0.250.